Regression. Given a peptide amino acid sequence and an MHC pseudo amino acid sequence, predict their binding affinity value. This is MHC class II binding data. From a dataset of Peptide-MHC class II binding affinity with 134,281 pairs from IEDB. (1) The peptide sequence is LLVLAGWLFHVRGAR. The MHC is HLA-DQA10201-DQB10402 with pseudo-sequence HLA-DQA10201-DQB10402. The binding affinity (normalized) is 0.808. (2) The peptide sequence is FKPYGATISATPESA. The MHC is HLA-DQA10401-DQB10402 with pseudo-sequence HLA-DQA10401-DQB10402. The binding affinity (normalized) is 0.659. (3) The peptide sequence is RGDQSTDYGIFQINSR. The MHC is H-2-IAd with pseudo-sequence H-2-IAd. The binding affinity (normalized) is 0. (4) The peptide sequence is EDKYFAATQFEPLAA. The MHC is HLA-DQA10401-DQB10402 with pseudo-sequence HLA-DQA10401-DQB10402. The binding affinity (normalized) is 0.599. (5) The peptide sequence is FDHEFTFGWDELLSK. The MHC is DRB1_0101 with pseudo-sequence DRB1_0101. The binding affinity (normalized) is 0.281. (6) The peptide sequence is SLGEAWTGGGSDKAL. The MHC is HLA-DQA10301-DQB10302 with pseudo-sequence HLA-DQA10301-DQB10302. The binding affinity (normalized) is 0.208.